The task is: Predict the reactants needed to synthesize the given product.. This data is from Full USPTO retrosynthesis dataset with 1.9M reactions from patents (1976-2016). (1) Given the product [OH:42][C:41]1[CH:49]=[CH:50][C:38]([N:37]([CH2:17][C:18]2[S:19][CH:20]=[C:21]([C:23]([NH:13][CH2:12][C:11]3[CH:10]=[CH:9][C:8]([O:1][C:2]4[CH:3]=[CH:4][CH:5]=[CH:6][CH:7]=4)=[CH:15][CH:14]=3)=[O:24])[N:22]=2)[C:34](=[O:35])[CH2:33][CH2:32][C:26]2[CH:31]=[CH:30][CH:29]=[CH:28][CH:27]=2)=[CH:39][C:40]=1[C:45]([OH:46])=[O:44], predict the reactants needed to synthesize it. The reactants are: [O:1]([C:8]1[CH:15]=[CH:14][C:11]([CH2:12][NH2:13])=[CH:10][CH:9]=1)[C:2]1[CH:7]=[CH:6][CH:5]=[CH:4][CH:3]=1.Cl[CH2:17][C:18]1[S:19][CH:20]=[C:21]([C:23](Cl)=[O:24])[N:22]=1.[C:26]1([CH2:32][CH2:33][C:34](Cl)=[O:35])[CH:31]=[CH:30][CH:29]=[CH:28][CH:27]=1.[NH2:37][C:38]1[CH:50]=[CH:49][C:41]2[O:42]C(C)(C)[O:44][C:45](=[O:46])[C:40]=2[CH:39]=1. (2) Given the product [C:11]([O:16][CH3:17])(=[O:15])[CH:12]([CH3:14])[CH3:13].[C:11]([O:16][CH3:17])(=[O:15])[C:12]([CH3:14])=[CH2:13].[CH2:3]=[CH:4][C:5]1[CH:10]=[CH:9][CH:8]=[CH:7][CH:6]=1.[CH:4]([CH:5]1[CH2:10][CH2:9][CH2:8][CH2:7][CH2:6]1)=[CH2:3], predict the reactants needed to synthesize it. The reactants are: [H][H].[CH2:3]=[CH:4][C:5]1[CH:10]=[CH:9][CH:8]=[CH:7][CH:6]=1.[C:11]([O:16][CH3:17])(=[O:15])[CH:12]([CH3:14])[CH3:13]. (3) The reactants are: N[C:2]1[CH:3]=[C:4]2[C:17](=[CH:18][CH:19]=1)[CH2:16][C@:6]1([C:14]3[C:9](=[N:10][CH:11]=[CH:12][CH:13]=3)[NH:8][C:7]1=[O:15])[CH2:5]2.N([O-])=O.[Na+].[NH4+].[OH-].[BrH:26]. Given the product [Br:26][C:2]1[CH:3]=[C:4]2[C:17](=[CH:18][CH:19]=1)[CH2:16][C@:6]1([C:14]3[C:9](=[N:10][CH:11]=[CH:12][CH:13]=3)[NH:8][C:7]1=[O:15])[CH2:5]2, predict the reactants needed to synthesize it. (4) Given the product [C:42]([O:34][CH2:33][C:32]1[C:27]([N:24]2[CH2:23][CH2:22][N:21]([CH2:20][C:17]3[CH:16]=[CH:15][C:14]([CH2:13][N:10]([CH2:9][C:3]4[C:4]([F:8])=[CH:5][CH:6]=[CH:7][C:2]=4[Cl:1])[CH2:11][CH3:12])=[CH:19][CH:18]=3)[CH2:26][CH2:25]2)=[N:28][CH:29]=[CH:30][CH:31]=1)(=[O:45])[CH2:43][CH3:44], predict the reactants needed to synthesize it. The reactants are: [Cl:1][C:2]1[CH:7]=[CH:6][CH:5]=[C:4]([F:8])[C:3]=1[CH2:9][N:10]([CH2:13][C:14]1[CH:19]=[CH:18][C:17]([CH2:20][N:21]2[CH2:26][CH2:25][N:24]([C:27]3[C:32]([CH2:33][OH:34])=[CH:31][CH:30]=[CH:29][N:28]=3)[CH2:23][CH2:22]2)=[CH:16][CH:15]=1)[CH2:11][CH3:12].C(N(CC)CC)C.[C:42](Cl)(=[O:45])[CH2:43][CH3:44].CO. (5) Given the product [CH3:17][C:16]1[C:12]2[CH:11]=[C:10]([NH:9][C:5]3[CH:6]=[CH:7][CH:8]=[C:3]([O:2][C:1]4[CH:32]=[CH:33][CH:28]=[CH:29][CH:30]=4)[CH:4]=3)[CH:26]=[CH:25][C:13]=2[S:14][C:15]=1[C:18]1[CH:23]=[CH:22][N:21]=[C:20]([NH2:24])[N:19]=1, predict the reactants needed to synthesize it. The reactants are: [CH3:1][O:2][C:3]1[CH:4]=[C:5]([NH:9][C:10]2[CH:26]=[CH:25][C:13]3[S:14][C:15]([C:18]4[CH:23]=[CH:22][N:21]=[C:20]([NH2:24])[N:19]=4)=[C:16]([CH3:17])[C:12]=3[CH:11]=2)[CH:6]=[CH:7][CH:8]=1.O([C:28]1[CH:33]=[C:32](C=[CH:30][CH:29]=1)N)[C:28]1[CH:33]=[CH:32]C=[CH:30][CH:29]=1.COC1C=C(C=CC=1)N. (6) Given the product [Br:1][C:2]1[C:3]([C:11]([CH:13]2[CH2:17][CH2:16][CH2:15][CH2:14]2)=[O:12])=[C:4]([F:10])[C:5]([O:8][CH3:9])=[N:6][CH:7]=1, predict the reactants needed to synthesize it. The reactants are: [Br:1][C:2]1[C:3]([CH:11]([CH:13]2[CH2:17][CH2:16][CH2:15][CH2:14]2)[OH:12])=[C:4]([F:10])[C:5]([O:8][CH3:9])=[N:6][CH:7]=1.CC(OI1(OC(C)=O)(OC(C)=O)OC(=O)C2C=CC=CC1=2)=O.